Dataset: Forward reaction prediction with 1.9M reactions from USPTO patents (1976-2016). Task: Predict the product of the given reaction. (1) Given the reactants [C:1]([O:4][C@@H:5]1[C@@H:10]([CH3:11])[CH2:9][C@@H:8]([C:12]2[CH:17]=[CH:16][N:15]=[CH:14][C:13]=2[NH2:18])[CH2:7][C@H:6]1[NH:19][C:20]([O:22][C:23]([CH3:26])([CH3:25])[CH3:24])=[O:21])(=[O:3])[CH3:2].[Br:27][C:28]1[N:33]=[C:32]([C:34](O)=[O:35])[CH:31]=[CH:30][C:29]=1[F:37], predict the reaction product. The product is: [C:1]([O:4][C@@H:5]1[C@@H:10]([CH3:11])[CH2:9][C@@H:8]([C:12]2[CH:17]=[CH:16][N:15]=[CH:14][C:13]=2[NH:18][C:34](=[O:35])[C:32]2[CH:31]=[CH:30][C:29]([F:37])=[C:28]([Br:27])[N:33]=2)[CH2:7][C@H:6]1[NH:19][C:20]([O:22][C:23]([CH3:25])([CH3:24])[CH3:26])=[O:21])(=[O:3])[CH3:2]. (2) Given the reactants [CH2:1]([C@H:8]([CH2:12][C:13]([O:15]C(C)(C)C)=[O:14])[C:9]([OH:11])=O)[C:2]1[CH:7]=[CH:6][CH:5]=[CH:4][CH:3]=1.[Cl:20][C:21]1[CH:22]=[CH:23][C:24]([O:33][CH3:34])=[C:25]([C:27]2[N:28]=[C:29]([NH2:32])[S:30][CH:31]=2)[CH:26]=1, predict the reaction product. The product is: [CH2:1]([C@@H:8]([C:9]([NH:32][C:29]1[S:30][CH:31]=[C:27]([C:25]2[CH:26]=[C:21]([Cl:20])[CH:22]=[CH:23][C:24]=2[O:33][CH3:34])[N:28]=1)=[O:11])[CH2:12][C:13]([OH:15])=[O:14])[C:2]1[CH:3]=[CH:4][CH:5]=[CH:6][CH:7]=1.